This data is from Full USPTO retrosynthesis dataset with 1.9M reactions from patents (1976-2016). The task is: Predict the reactants needed to synthesize the given product. (1) The reactants are: Br[C:2]1[C:3]([C:9]([CH3:17])([CH3:16])[O:10][SiH2:11][C:12]([CH3:15])([CH3:14])[CH3:13])=[C:4]([NH2:8])[CH:5]=[CH:6][CH:7]=1.[CH3:18][C:19]1([CH3:35])[C:23]([CH3:25])([CH3:24])[O:22][B:21]([B:21]2[O:22][C:23]([CH3:25])([CH3:24])[C:19]([CH3:35])([CH3:18])[O:20]2)[O:20]1.CC([O-])=O.[K+].CC(C1C=C(C(C)C)C(C2C=CC=CC=2P(C2CCCCC2)C2CCCCC2)=C(C(C)C)C=1)C. Given the product [C:12]([SiH2:11][O:10][C:9]([CH3:17])([CH3:16])[C:3]1[C:2]([B:21]2[O:22][C:23]([CH3:25])([CH3:24])[C:19]([CH3:35])([CH3:18])[O:20]2)=[CH:7][CH:6]=[CH:5][C:4]=1[NH2:8])([CH3:15])([CH3:14])[CH3:13], predict the reactants needed to synthesize it. (2) Given the product [Br:1][C:2]1[C:3]([NH:9][CH:10]2[CH2:15][CH2:14][O:13][CH2:12][CH2:11]2)=[N:4][C:5]([NH2:16])=[N:6][CH:7]=1, predict the reactants needed to synthesize it. The reactants are: [Br:1][C:2]1[C:3]([NH:9][CH:10]2[CH2:15][CH2:14][O:13][CH2:12][CH2:11]2)=[N:4][C:5](Cl)=[N:6][CH:7]=1.[NH3:16].C(OCC)(=O)C. (3) Given the product [NH:2]1[C:10]2[C:5](=[CH:6][C:7]([NH:11][C:12]3[C:21]4[C:16](=[CH:17][CH:18]=[C:19]([O:22][CH2:23][CH2:24][O:25][CH3:26])[CH:20]=4)[N:15]=[C:14]([C:27]4[CH:28]=[C:29]([NH:33][C:34](=[O:38])[CH2:35][CH2:36][CH3:37])[CH:30]=[CH:31][CH:32]=4)[N:13]=3)=[CH:8][CH:9]=2)[CH:4]=[N:3]1, predict the reactants needed to synthesize it. The reactants are: Cl.[NH:2]1[C:10]2[C:5](=[CH:6][C:7]([NH:11][C:12]3[C:21]4[C:16](=[CH:17][CH:18]=[C:19]([O:22][CH2:23][CH2:24][O:25][CH3:26])[CH:20]=4)[N:15]=[C:14]([C:27]4[CH:28]=[C:29]([NH:33][C:34](=[O:38])[CH2:35][CH2:36][CH3:37])[CH:30]=[CH:31][CH:32]=4)[N:13]=3)=[CH:8][CH:9]=2)[CH:4]=[N:3]1. (4) Given the product [CH:10]1[CH:11]=[CH:12][C:13]2[S:14][C:4]3[CH:3]=[CH:2][CH:1]=[CH:6][C:5]=3[N:7]([CH2:15][C:16]34[CH2:17][CH2:18][N:19]([CH2:20][CH2:21]3)[CH2:22][CH2:23]4)[C:8]=2[CH:9]=1.[CH2:90]([OH:91])[C@H:60]1[O:61][C@@H:62]2[O:67][C@H:68]3[C@H:73]([OH:74])[C@@H:72]([OH:75])[C@@H:71]([O:76][C@H:77]4[C@H:83]([OH:84])[C@@H:82]([OH:85])[C@@H:80]([O:81][C@H:26]5[C@H:27]([OH:99])[C@@H:28]([OH:98])[C@@H:29]([O:31][C@H:32]6[C@H:37]([OH:38])[C@@H:36]([OH:39])[C@@H:35]([O:40][C@H:41]7[C@H:46]([OH:47])[C@@H:45]([OH:48])[C@@H:44]([O:49][C@H:50]8[C@H:55]([OH:56])[C@@H:54]([OH:57])[C@@H:53]([O:58][C@H:59]1[C@H:64]([OH:65])[C@H:63]2[OH:66])[O:52][C@@H:51]8[CH2:92][OH:93])[O:43][C@@H:42]7[CH2:94][OH:95])[O:34][C@@H:33]6[CH2:96][OH:97])[O:30][C@@H:25]5[CH2:24][OH:100])[O:79][C@@H:78]4[CH2:86][OH:87])[O:70][C@@H:69]3[CH2:88][OH:89], predict the reactants needed to synthesize it. The reactants are: [CH:1]1[CH:2]=[CH:3][C:4]2[S:14][C:13]3[CH:12]=[CH:11][CH:10]=[CH:9][C:8]=3[N:7]([CH2:15][C:16]34[CH2:23][CH2:22][N:19]([CH2:20][CH2:21]3)[CH2:18][CH2:17]4)[C:5]=2[CH:6]=1.[CH2:24]([OH:100])[C@H:25]1[O:30][C@@H:29]2[O:31][C@H:32]3[C@H:37]([OH:38])[C@@H:36]([OH:39])[C@@H:35]([O:40][C@H:41]4[C@H:46]([OH:47])[C@@H:45]([OH:48])[C@@H:44]([O:49][C@H:50]5[C@H:55]([OH:56])[C@@H:54]([OH:57])[C@@H:53]([O:58][C@H:59]6[C@H:64]([OH:65])[C@@H:63]([OH:66])[C@@H:62]([O:67][C@H:68]7[C@H:73]([OH:74])[C@@H:72]([OH:75])[C@@H:71]([O:76][C@H:77]8[C@H:83]([OH:84])[C@@H:82]([OH:85])[C@@H:80]([O:81][C@H:26]1[C@H:27]([OH:99])[C@H:28]2[OH:98])[O:79][C@@H:78]8[CH2:86][OH:87])[O:70][C@@H:69]7[CH2:88][OH:89])[O:61][C@@H:60]6[CH2:90][OH:91])[O:52][C@@H:51]5[CH2:92][OH:93])[O:43][C@@H:42]4[CH2:94][OH:95])[O:34][C@@H:33]3[CH2:96][OH:97].C(=O)=O. (5) Given the product [OH:1][C:2]1([C:14]2[NH:22][C:21]3[C:20](=[O:29])[N:19]([CH2:30][CH2:31][CH3:32])[C:18](=[O:33])[N:17]([CH2:34][CH2:35][CH3:36])[C:16]=3[N:15]=2)[CH2:3][CH:4]2[O:9][CH:7]([CH:6]([CH2:10][OH:11])[CH:5]2[CH2:12][OH:13])[CH2:8]1, predict the reactants needed to synthesize it. The reactants are: [OH:1][C:2]1([C:14]2[N:22](C3CCCCO3)[C:21]3[C:20](=[O:29])[N:19]([CH2:30][CH2:31][CH3:32])[C:18](=[O:33])[N:17]([CH2:34][CH2:35][CH3:36])[C:16]=3[N:15]=2)[CH2:8][CH:7]2[O:9][CH:4]([CH:5]([CH2:12][OH:13])[CH:6]2[CH2:10][OH:11])[CH2:3]1.Cl.